The task is: Predict the reaction yield, written as a fraction of the theoretical maximum amount of product (1.0 means a 100% yield; for example, 0.34 means a 34% yield).. This data is from Reaction yield outcomes from USPTO patents with 853,638 reactions. (1) The reactants are [C:1]([NH:5][NH:6][C:7]1[C:8]2[S:16][CH:15]=[C:14]([CH3:17])[C:9]=2[N:10]=[C:11](Cl)[N:12]=1)([CH3:4])([CH3:3])[CH3:2].[CH2:18]([NH2:21])[CH:19]=[CH2:20].C(=O)([O-])O.[Na+]. The catalyst is C(OCC)(=O)C.CCCCCC. The product is [CH2:18]([NH:21][C:11]1[N:12]=[C:7]([NH:6][NH:5][C:1]([CH3:4])([CH3:3])[CH3:2])[C:8]2[S:16][CH:15]=[C:14]([CH3:17])[C:9]=2[N:10]=1)[CH:19]=[CH2:20]. The yield is 0.316. (2) The reactants are Cl[C:2]1[N:3]=[CH:4][C:5]([C:8]2[N:9]=[C:10]([N:18]3[CH2:23][CH2:22][C@@H:21]([NH:24][C:25]([C:27]4[NH:28][C:29]([CH3:34])=[C:30]([Cl:33])[C:31]=4[Cl:32])=[O:26])[C@@H:20]([O:35][CH2:36][CH3:37])[CH2:19]3)[S:11][C:12]=2[C:13]([O:15][CH2:16][CH3:17])=[O:14])=[N:6][CH:7]=1.[NH:38]1[CH2:43][CH2:42][CH2:41][CH2:40][CH2:39]1.C(N(CC)C(C)C)(C)C. The catalyst is CN1CCCC1. The product is [Cl:32][C:31]1[C:30]([Cl:33])=[C:29]([CH3:34])[NH:28][C:27]=1[C:25]([NH:24][C@@H:21]1[CH2:22][CH2:23][N:18]([C:10]2[S:11][C:12]([C:13]([O:15][CH2:16][CH3:17])=[O:14])=[C:8]([C:5]3[CH:4]=[N:3][C:2]([N:38]4[CH2:43][CH2:42][CH2:41][CH2:40][CH2:39]4)=[CH:7][N:6]=3)[N:9]=2)[CH2:19][C@@H:20]1[O:35][CH2:36][CH3:37])=[O:26]. The yield is 0.920. (3) The reactants are Br[CH2:2][C:3]1[CH:4]=[C:5]([CH:8]=[CH:9][CH:10]=1)[C:6]#[N:7].[CH2:11]([NH2:13])[CH3:12]. The catalyst is C1COCC1. The product is [CH2:11]([NH:13][CH2:2][C:3]1[CH:4]=[C:5]([CH:8]=[CH:9][CH:10]=1)[C:6]#[N:7])[CH3:12]. The yield is 0.730. (4) The reactants are S(Cl)([Cl:3])=O.[Br:5][C:6]1[CH:11]=[CH:10][C:9]([CH2:12][CH2:13][S:14]([O-:17])(=O)=[O:15])=[CH:8][CH:7]=1.[Na+].C1C=CC=CC=1. The catalyst is CN(C)C=O. The product is [Br:5][C:6]1[CH:11]=[CH:10][C:9]([CH2:12][CH2:13][S:14]([Cl:3])(=[O:17])=[O:15])=[CH:8][CH:7]=1. The yield is 0.950. (5) The reactants are [C:1]1([CH3:10])[CH:6]=[CH:5][C:4]([C:7](Cl)=[O:8])=[CH:3][CH:2]=1.[C:11]([NH2:15])([CH3:14])([CH3:13])[CH3:12].O. The catalyst is C(Cl)Cl. The product is [C:11]([NH:15][C:7](=[O:8])[C:4]1[CH:5]=[CH:6][C:1]([CH3:10])=[CH:2][CH:3]=1)([CH3:14])([CH3:13])[CH3:12]. The yield is 0.951. (6) The reactants are C[O:2][C:3](=[O:29])[C@@H:4]([N:12]1[CH2:16][C:15]([O:17][C:18]2[CH:23]=[CH:22][CH:21]=[C:20]([O:24][CH3:25])[C:19]=2[O:26][CH3:27])=[CH:14][C:13]1=[O:28])[CH2:5][CH:6]1[CH2:11][CH2:10][CH2:9][CH2:8][CH2:7]1.[OH-].[Li+]. The catalyst is O1CCCC1.O. The product is [CH:6]1([CH2:5][C@H:4]([N:12]2[CH2:16][C:15]([O:17][C:18]3[CH:23]=[CH:22][CH:21]=[C:20]([O:24][CH3:25])[C:19]=3[O:26][CH3:27])=[CH:14][C:13]2=[O:28])[C:3]([OH:29])=[O:2])[CH2:11][CH2:10][CH2:9][CH2:8][CH2:7]1. The yield is 0.860. (7) The reactants are [C:1]([C:3]1[CH:11]=[CH:10][C:6]([C:7]([OH:9])=O)=[CH:5][CH:4]=1)#[N:2].[CH3:12][O:13][C:14]1[CH:19]=[CH:18][C:17]([NH2:20])=[C:16]([NH2:21])[CH:15]=1. No catalyst specified. The product is [NH2:2][CH2:1][C:3]1[CH:4]=[CH:5][C:6]([C:7]([NH:20][C:17]2[CH:18]=[CH:19][C:14]([O:13][CH3:12])=[CH:15][C:16]=2[NH2:21])=[O:9])=[CH:10][CH:11]=1. The yield is 0.710. (8) The product is [C:1]([C:4]1[CH:11]=[C:8]2[C:7](=[CH:6][CH:5]=1)[N:12]1[CH2:17][CH:16]([CH3:18])[O:15][CH:14]([CH3:19])[CH:13]1[C:26]1([C:24](=[O:25])[NH:23][C:21](=[O:22])[NH:20][C:27]1=[O:28])[CH2:9]2)(=[O:3])[CH3:2]. The reactants are [C:1]([C:4]1[CH:5]=[CH:6][C:7]([N:12]2[CH2:17][CH:16]([CH3:18])[O:15][CH:14]([CH3:19])[CH2:13]2)=[C:8]([CH:11]=1)[CH:9]=O)(=[O:3])[CH3:2].[NH:20]1[C:27](=[O:28])[CH2:26][C:24](=[O:25])[NH:23][C:21]1=[O:22]. The yield is 1.00. The catalyst is C(O)(C)C. (9) The reactants are Cl[C:2]1[N:7]=[C:6]([NH:8][C:9]2[CH:14]=[CH:13][CH:12]=[C:11]([C:15]#[N:16])[CH:10]=2)[C:5]([F:17])=[CH:4][N:3]=1.[NH2:18][C:19]1[CH:20]=[C:21]([OH:25])[CH:22]=[CH:23][CH:24]=1. No catalyst specified. The product is [C:15]([C:11]1[CH:10]=[C:9]([NH:8][C:6]2[C:5]([F:17])=[CH:4][N:3]=[C:2]([NH:18][C:19]3[CH:24]=[CH:23][CH:22]=[C:21]([OH:25])[CH:20]=3)[N:7]=2)[CH:14]=[CH:13][CH:12]=1)#[N:16]. The yield is 0.620. (10) The reactants are [CH:1]1([S:4]([C:7]2[CH:12]=[CH:11][C:10]([CH:13]([CH2:30][CH:31]3[CH2:36][CH2:35][O:34][CH2:33][CH2:32]3)[C:14](=O)[CH2:15][CH2:16][C:17]([C:19]3[S:20][C:21]([CH:24]([OH:28])[CH2:25][O:26][CH3:27])=[CH:22][N:23]=3)=O)=[CH:9][CH:8]=2)(=[O:6])=[O:5])[CH2:3][CH2:2]1.C([O-])(=O)C.[NH4+:41].[OH-].[Na+]. The catalyst is C(O)(=O)C. The product is [CH:1]1([S:4]([C:7]2[CH:8]=[CH:9][C:10]([CH:13]([C:14]3[NH:41][C:17]([C:19]4[S:20][C:21]([CH:24]([OH:28])[CH2:25][O:26][CH3:27])=[CH:22][N:23]=4)=[CH:16][CH:15]=3)[CH2:30][CH:31]3[CH2:36][CH2:35][O:34][CH2:33][CH2:32]3)=[CH:11][CH:12]=2)(=[O:6])=[O:5])[CH2:2][CH2:3]1. The yield is 0.900.